From a dataset of Peptide-MHC class I binding affinity with 185,985 pairs from IEDB/IMGT. Regression. Given a peptide amino acid sequence and an MHC pseudo amino acid sequence, predict their binding affinity value. This is MHC class I binding data. (1) The peptide sequence is LRISSSFSF. The MHC is HLA-A24:02 with pseudo-sequence HLA-A24:02. The binding affinity (normalized) is 0.382. (2) The peptide sequence is AIFRRYPHL. The MHC is H-2-Kb with pseudo-sequence H-2-Kb. The binding affinity (normalized) is 0.782.